Dataset: Reaction yield outcomes from USPTO patents with 853,638 reactions. Task: Predict the reaction yield, written as a fraction of the theoretical maximum amount of product (1.0 means a 100% yield; for example, 0.34 means a 34% yield). (1) The reactants are [C:1]1([CH:7]([C:11]2[CH:16]=[CH:15][CH:14]=[CH:13][CH:12]=2)[CH2:8][CH2:9][NH2:10])[CH:6]=[CH:5][CH:4]=[CH:3][CH:2]=1.CCN(CC)CC.[Cl:24][CH2:25][CH2:26][C:27](Cl)=[O:28]. The catalyst is C(Cl)Cl. The product is [Cl:24][CH2:25][CH2:26][C:27]([NH:10][CH2:9][CH2:8][CH:7]([C:1]1[CH:2]=[CH:3][CH:4]=[CH:5][CH:6]=1)[C:11]1[CH:12]=[CH:13][CH:14]=[CH:15][CH:16]=1)=[O:28]. The yield is 0.330. (2) The yield is 0.730. The catalyst is C(Cl)(Cl)Cl. The reactants are [F:1][C:2]1[CH:3]=[C:4]([NH:8][CH2:9][CH:10]([OH:15])[C:11]([F:14])([F:13])[F:12])[CH:5]=[CH:6][CH:7]=1.C(N([CH2:21][CH3:22])CC)C.[F:23][C:24]([F:35])([F:34])[C:25]1[CH:26]=[C:27]([CH:31]=[CH:32][CH:33]=1)[C:28](Cl)=[O:29]. The product is [F:23][C:24]([F:35])([F:34])[C:25]1[CH:26]=[C:27]([CH:31]=[CH:21][CH:22]=1)[C:28]([O:15][CH:10]([CH2:9][N:8]([C:4]1[CH:5]=[CH:6][CH:7]=[C:2]([F:1])[CH:3]=1)[C:28](=[O:29])[C:27]1[CH:31]=[CH:32][CH:33]=[C:25]([C:24]([F:35])([F:34])[F:23])[CH:26]=1)[C:11]([F:12])([F:14])[F:13])=[O:29]. (3) The reactants are [N+:1]([C:4]1[CH:9]=[CH:8][C:7]([C:10]2[CH2:11][CH2:12][S:13](=[O:17])(=[O:16])[CH2:14][CH:15]=2)=[CH:6][CH:5]=1)([O-])=O. The catalyst is CO.[Pd]. The product is [O:16]=[S:13]1(=[O:17])[CH2:14][CH2:15][CH:10]([C:7]2[CH:8]=[CH:9][C:4]([NH2:1])=[CH:5][CH:6]=2)[CH2:11][CH2:12]1. The yield is 0.700. (4) The reactants are [F:1][C:2]1[CH:11]=[CH:10][C:5]([C:6]([NH:8][NH2:9])=[O:7])=[CH:4][CH:3]=1.[CH2:12](OC(OCC)OCC)C. No catalyst specified. The product is [F:1][C:2]1[CH:11]=[CH:10][C:5]([C:6]2[O:7][CH:12]=[N:9][N:8]=2)=[CH:4][CH:3]=1. The yield is 0.570. (5) The reactants are Br[C:2]1[CH:7]=[CH:6][C:5]([Br:8])=[CH:4][N:3]=1.O.[NH2:10][NH2:11].CC(O)CC. The catalyst is O. The product is [Br:8][C:5]1[CH:6]=[CH:7][C:2]([NH:10][NH2:11])=[N:3][CH:4]=1. The yield is 0.870.